This data is from Reaction yield outcomes from USPTO patents with 853,638 reactions. The task is: Predict the reaction yield, written as a fraction of the theoretical maximum amount of product (1.0 means a 100% yield; for example, 0.34 means a 34% yield). (1) The reactants are Cl.[NH2:2][OH:3].Cl[C:5](Cl)(Cl)[CH:6]([OH:8])O.S([O-])([O-])(=O)=O.[Na+].[Na+].[CH3:18][O:19][C:20]1[CH:25]=[CH:24][C:23]([NH2:26])=[CH:22][CH:21]=1.Cl. The catalyst is O. The product is [N:2](=[CH:5][C:6]([NH:26][C:23]1[CH:24]=[CH:25][C:20]([O:19][CH3:18])=[CH:21][CH:22]=1)=[O:8])[OH:3]. The yield is 0.850. (2) The reactants are [CH2:1]([C:3]1[CH:7]=[C:6]([NH:8][C:9](=[O:17])OC2C=CC=CC=2)[N:5]([C:18]2[CH:23]=[CH:22][CH:21]=[CH:20][CH:19]=2)[N:4]=1)[CH3:2].[CH3:24][O:25][C:26]1[CH:27]=[C:28]2[C:33](=[CH:34][C:35]=1[O:36][CH3:37])[N:32]=[CH:31][N:30]=[C:29]2[S:38][C:39]1[CH:40]=[C:41]([CH:43]=[CH:44][CH:45]=1)[NH2:42]. The catalyst is CS(C)=O.C(OCC)(=O)C. The product is [CH3:24][O:25][C:26]1[CH:27]=[C:28]2[C:33](=[CH:34][C:35]=1[O:36][CH3:37])[N:32]=[CH:31][N:30]=[C:29]2[S:38][C:39]1[CH:40]=[C:41]([NH:42][C:9]([NH:8][C:6]2[N:5]([C:18]3[CH:19]=[CH:20][CH:21]=[CH:22][CH:23]=3)[N:4]=[C:3]([CH2:1][CH3:2])[CH:7]=2)=[O:17])[CH:43]=[CH:44][CH:45]=1. The yield is 0.350. (3) The reactants are [N+:1]([C:4]1[CH:5]=[C:6]([NH2:10])[CH:7]=[CH:8][CH:9]=1)([O-:3])=[O:2].[N:11]([O-])=O.[Na+].[Cl:15][Sn]Cl.O. The catalyst is O.Cl. The product is [ClH:15].[N+:1]([C:4]1[CH:5]=[C:6]([NH:10][NH2:11])[CH:7]=[CH:8][CH:9]=1)([O-:3])=[O:2]. The yield is 0.730. (4) The reactants are [CH3:1][N:2]1[C:6]2[CH:7]=[C:8]([C:11]3[NH:15][N:14]=[C:13]([NH2:16])[CH:12]=3)[CH:9]=[CH:10][C:5]=2[N:4]=[CH:3]1.CN1C2C=CC(C3NN=C(N)C=3)=CC=2N=C1.[O:33]1[CH2:35][CH:34]1[CH2:36][N:37]1[CH2:46][CH2:45][C:44]2[C:39](=[CH:40][CH:41]=[CH:42][CH:43]=2)[CH2:38]1.CCN(C(C)C)C(C)C. The catalyst is CCO. The product is [CH2:38]1[C:39]2[C:44](=[CH:43][CH:42]=[CH:41][CH:40]=2)[CH2:45][CH2:46][N:37]1[CH2:36][CH:34]([OH:33])[CH2:35][NH:16][C:13]1[CH:12]=[C:11]([C:8]2[CH:9]=[CH:10][C:5]3[N:4]=[CH:3][N:2]([CH3:1])[C:6]=3[CH:7]=2)[NH:15][N:14]=1. The yield is 0.0410. (5) The reactants are [CH:1]([C:3]1[CH:4]=[CH:5][C:6](F)=[C:7]([CH:10]=1)[C:8]#[N:9])=[O:2].[CH3:12][O:13][C:14]1[CH:19]=[C:18]([CH3:20])[CH:17]=[CH:16][C:15]=1[OH:21].C(=O)([O-])[O-].[Cs+].[Cs+].O. The catalyst is C(#N)C. The product is [CH:1]([C:3]1[CH:4]=[CH:5][C:6]([O:21][C:15]2[CH:16]=[CH:17][C:18]([CH3:20])=[CH:19][C:14]=2[O:13][CH3:12])=[C:7]([CH:10]=1)[C:8]#[N:9])=[O:2]. The yield is 0.890.